This data is from Full USPTO retrosynthesis dataset with 1.9M reactions from patents (1976-2016). The task is: Predict the reactants needed to synthesize the given product. (1) The reactants are: [CH3:1][O:2][C:3]1[CH:8]=[CH:7][CH:6]=[CH:5][C:4]=1[N:9]1[CH:13]=[CH:12][N:11]=[CH:10]1.[Br:14][CH2:15][CH2:16][CH2:17][CH2:18][CH2:19][CH2:20][CH3:21]. Given the product [Br-:14].[CH2:15]([N:11]1[CH:12]=[CH:13][N+:9]([C:4]2[CH:5]=[CH:6][CH:7]=[CH:8][C:3]=2[O:2][CH3:1])=[CH:10]1)[CH2:16][CH2:17][CH2:18][CH2:19][CH2:20][CH3:21], predict the reactants needed to synthesize it. (2) Given the product [F:31][C:29]([F:30])([F:32])[C:27]1[CH:28]=[CH:23][C:24]2[C:25]([N:26]=1)=[N:33][N:34]1[C:4](=[O:21])[CH:5]=[C:6]([CH:8]3[CH2:9][CH2:10][N:11]([C:14]([O:16][C:17]([CH3:18])([CH3:19])[CH3:20])=[O:15])[CH2:12][CH2:13]3)[NH:36][C:35]=21, predict the reactants needed to synthesize it. The reactants are: C(O[C:4](=[O:21])[CH2:5][C:6]([CH:8]1[CH2:13][CH2:12][N:11]([C:14]([O:16][C:17]([CH3:20])([CH3:19])[CH3:18])=[O:15])[CH2:10][CH2:9]1)=O)C.C[C:23]1[CH:28]=[C:27]([C:29]([F:32])([F:31])[F:30])[N:26]=[C:25]2[NH:33][N:34]=[C:35]([NH2:36])[C:24]=12.P([O-])([O-])([O-])=O.[K+].[K+].[K+]. (3) Given the product [CH2:28]([O:27][C:25]([C:24]1[N:14]([C:15]2[CH:20]=[CH:19][CH:18]=[C:17]([Cl:21])[C:16]=2[F:22])[N:13]=[C:9]([C:10](=[O:11])[NH2:12])[C:7]=1[NH2:8])=[O:26])[CH3:29], predict the reactants needed to synthesize it. The reactants are: C(=O)([O-])[O-].[K+].[K+].[C:7]([C:9](=[N:13][NH:14][C:15]1[CH:20]=[CH:19][CH:18]=[C:17]([Cl:21])[C:16]=1[F:22])[C:10]([NH2:12])=[O:11])#[N:8].Br[CH2:24][C:25]([O:27][CH2:28][CH3:29])=[O:26]. (4) Given the product [ClH:1].[Cl:1][C:2]1[CH:7]=[CH:6][C:5]([CH:8]2[O:14][CH2:13][CH2:12][NH:11][CH2:10][CH:9]2[CH2:22][OH:23])=[CH:4][C:3]=1[F:24], predict the reactants needed to synthesize it. The reactants are: [Cl:1][C:2]1[CH:7]=[CH:6][C:5]([CH:8]2[O:14][CH2:13][CH2:12][N:11](C(OC(C)(C)C)=O)[CH2:10][CH:9]2[CH2:22][OH:23])=[CH:4][C:3]=1[F:24].Cl.C(O)C. (5) Given the product [F:34][C:18]1[CH:19]=[C:20]([N:23]2[CH2:27][CH:26]([CH2:28][NH:29][C:30](=[O:32])[CH3:31])[O:25][C:24]2=[O:33])[CH:21]=[CH:22][C:17]=1[N:15]1[CH2:16][CH:9]2[CH:10]([O:11][CH2:12][CH2:13][N:8]2[C:6](=[O:7])[CH2:5][OH:4])[CH2:14]1, predict the reactants needed to synthesize it. The reactants are: C([O:4][CH2:5][C:6]([N:8]1[CH2:13][CH2:12][O:11][CH:10]2[CH2:14][N:15]([C:17]3[CH:22]=[CH:21][C:20]([N:23]4[CH2:27][CH:26]([CH2:28][NH:29][C:30](=[O:32])[CH3:31])[O:25][C:24]4=[O:33])=[CH:19][C:18]=3[F:34])[CH2:16][CH:9]12)=[O:7])(=O)C.C(=O)([O-])[O-].[K+].[K+]. (6) The reactants are: [C:1]12([CH2:11][NH:12][C:13]([C:15]3[N:20]4[CH:21]=[C:22]([CH2:24]Cl)[N:23]=[C:19]4[CH:18]=[CH:17][CH:16]=3)=[O:14])[CH2:10][CH:5]3[CH2:6][CH:7]([CH2:9][CH:3]([CH2:4]3)[CH2:2]1)[CH2:8]2.[NH:26]1[CH2:30][CH2:29][C@@H:28]([NH:31][C:32](=[O:38])[O:33][C:34]([CH3:37])([CH3:36])[CH3:35])[CH2:27]1.C(=O)([O-])[O-].[K+].[K+]. Given the product [C:1]12([CH2:11][NH:12][C:13]([C:15]3[N:20]4[CH:21]=[C:22]([CH2:24][N:26]5[CH2:30][CH2:29][C@@H:28]([NH:31][C:32](=[O:38])[O:33][C:34]([CH3:36])([CH3:35])[CH3:37])[CH2:27]5)[N:23]=[C:19]4[CH:18]=[CH:17][CH:16]=3)=[O:14])[CH2:10][CH:5]3[CH2:6][CH:7]([CH2:9][CH:3]([CH2:4]3)[CH2:2]1)[CH2:8]2, predict the reactants needed to synthesize it.